This data is from NCI-60 drug combinations with 297,098 pairs across 59 cell lines. The task is: Regression. Given two drug SMILES strings and cell line genomic features, predict the synergy score measuring deviation from expected non-interaction effect. (1) Drug 1: CCC1(CC2CC(C3=C(CCN(C2)C1)C4=CC=CC=C4N3)(C5=C(C=C6C(=C5)C78CCN9C7C(C=CC9)(C(C(C8N6C)(C(=O)OC)O)OC(=O)C)CC)OC)C(=O)OC)O.OS(=O)(=O)O. Drug 2: COC1=C2C(=CC3=C1OC=C3)C=CC(=O)O2. Cell line: SR. Synergy scores: CSS=2.98, Synergy_ZIP=6.45, Synergy_Bliss=3.23, Synergy_Loewe=2.31, Synergy_HSA=-0.0342. (2) Drug 1: C1=CC(=CC=C1CCCC(=O)O)N(CCCl)CCCl. Drug 2: CN(CC1=CN=C2C(=N1)C(=NC(=N2)N)N)C3=CC=C(C=C3)C(=O)NC(CCC(=O)O)C(=O)O. Cell line: COLO 205. Synergy scores: CSS=27.9, Synergy_ZIP=-6.58, Synergy_Bliss=-1.36, Synergy_Loewe=-4.09, Synergy_HSA=0.561. (3) Drug 1: CCN(CC)CCNC(=O)C1=C(NC(=C1C)C=C2C3=C(C=CC(=C3)F)NC2=O)C. Drug 2: C1C(C(OC1N2C=NC(=NC2=O)N)CO)O. Cell line: MALME-3M. Synergy scores: CSS=9.65, Synergy_ZIP=-1.82, Synergy_Bliss=1.62, Synergy_Loewe=2.59, Synergy_HSA=2.59. (4) Drug 1: CC1=C(C(CCC1)(C)C)C=CC(=CC=CC(=CC(=O)O)C)C. Drug 2: C1CN1C2=NC(=NC(=N2)N3CC3)N4CC4. Cell line: M14. Synergy scores: CSS=20.5, Synergy_ZIP=1.28, Synergy_Bliss=3.33, Synergy_Loewe=-9.82, Synergy_HSA=1.25. (5) Drug 1: CC1=C(N=C(N=C1N)C(CC(=O)N)NCC(C(=O)N)N)C(=O)NC(C(C2=CN=CN2)OC3C(C(C(C(O3)CO)O)O)OC4C(C(C(C(O4)CO)O)OC(=O)N)O)C(=O)NC(C)C(C(C)C(=O)NC(C(C)O)C(=O)NCCC5=NC(=CS5)C6=NC(=CS6)C(=O)NCCC[S+](C)C)O. Drug 2: CCN(CC)CCCC(C)NC1=C2C=C(C=CC2=NC3=C1C=CC(=C3)Cl)OC. Cell line: LOX IMVI. Synergy scores: CSS=36.7, Synergy_ZIP=-8.07, Synergy_Bliss=-5.05, Synergy_Loewe=-2.47, Synergy_HSA=-0.127. (6) Drug 1: C1=C(C(=O)NC(=O)N1)N(CCCl)CCCl. Drug 2: C1=CN(C=N1)CC(O)(P(=O)(O)O)P(=O)(O)O. Cell line: SF-295. Synergy scores: CSS=4.27, Synergy_ZIP=-8.50, Synergy_Bliss=-19.0, Synergy_Loewe=-17.7, Synergy_HSA=-17.5. (7) Synergy scores: CSS=0.524, Synergy_ZIP=-1.33, Synergy_Bliss=-3.61, Synergy_Loewe=-3.72, Synergy_HSA=-3.55. Drug 2: C(CN)CNCCSP(=O)(O)O. Drug 1: CS(=O)(=O)C1=CC(=C(C=C1)C(=O)NC2=CC(=C(C=C2)Cl)C3=CC=CC=N3)Cl. Cell line: SF-295. (8) Drug 1: C1=NC2=C(N=C(N=C2N1C3C(C(C(O3)CO)O)F)Cl)N. Drug 2: C(CC(=O)O)C(=O)CN.Cl. Cell line: DU-145. Synergy scores: CSS=9.96, Synergy_ZIP=-4.40, Synergy_Bliss=-5.21, Synergy_Loewe=-3.18, Synergy_HSA=-2.88. (9) Synergy scores: CSS=34.6, Synergy_ZIP=-4.23, Synergy_Bliss=-1.37, Synergy_Loewe=-27.0, Synergy_HSA=-1.79. Cell line: TK-10. Drug 1: CN(C)N=NC1=C(NC=N1)C(=O)N. Drug 2: CC1=C(C(=CC=C1)Cl)NC(=O)C2=CN=C(S2)NC3=CC(=NC(=N3)C)N4CCN(CC4)CCO. (10) Synergy scores: CSS=27.3, Synergy_ZIP=-9.50, Synergy_Bliss=-11.1, Synergy_Loewe=-9.16, Synergy_HSA=-4.94. Cell line: COLO 205. Drug 2: CC1=C(C(=O)C2=C(C1=O)N3CC4C(C3(C2COC(=O)N)OC)N4)N. Drug 1: C(CC(=O)O)C(=O)CN.Cl.